This data is from Full USPTO retrosynthesis dataset with 1.9M reactions from patents (1976-2016). The task is: Predict the reactants needed to synthesize the given product. (1) Given the product [CH2:1]([O:5][C:6]1[CH:7]=[C:8]([C:9](=[O:11])[NH2:48])[CH:12]=[CH:13][C:14]=1[NH:15][C:16]([CH:18]1[NH:22][CH:21]([CH2:23][C:24]([CH3:25])([CH3:27])[CH3:26])[C:20]2([C:35]3[C:30](=[CH:31][C:32]([Cl:36])=[CH:33][CH:34]=3)[NH:29][C:28]2=[O:37])[CH:19]1[C:38]1[CH:43]=[CH:42][CH:41]=[C:40]([Cl:44])[C:39]=1[F:45])=[O:17])[CH2:2][CH2:3][CH3:4], predict the reactants needed to synthesize it. The reactants are: [CH2:1]([O:5][C:6]1[CH:7]=[C:8]([CH:12]=[CH:13][C:14]=1[NH:15][C:16]([C@@H:18]1[NH:22][C@@H:21]([CH2:23][C:24]([CH3:27])([CH3:26])[CH3:25])[C@:20]2([C:35]3[C:30](=[CH:31][C:32]([Cl:36])=[CH:33][CH:34]=3)[NH:29][C:28]2=[O:37])[C@H:19]1[C:38]1[CH:43]=[CH:42][CH:41]=[C:40]([Cl:44])[C:39]=1[F:45])=[O:17])[C:9]([OH:11])=O)[CH2:2][CH2:3][CH3:4].CC[N:48]=C=NCCCN(C)C.C1C=CC2N(O)N=NC=2C=1.[NH4+].[Cl-].C(N(CC)CC)C. (2) Given the product [N:16]1[CH:17]=[CH:18][CH:19]=[CH:20][C:15]=1[C:13]([NH:12][C:4]12[CH2:10][CH:8]3[CH2:7][CH:6]([CH2:11][C:2]([NH:1][C:28]([C:26]4[CH:25]=[N:24][CH:23]=[C:22]([CH3:21])[N:27]=4)=[O:29])([CH2:9]3)[CH2:3]1)[CH2:5]2)=[O:14], predict the reactants needed to synthesize it. The reactants are: [NH2:1][C:2]12[CH2:11][CH:6]3[CH2:7][CH:8]([CH2:10][C:4]([NH:12][C:13]([C:15]4[CH:20]=[CH:19][CH:18]=[CH:17][N:16]=4)=[O:14])([CH2:5]3)[CH2:3]1)[CH2:9]2.[CH3:21][C:22]1[N:27]=[C:26]([C:28](O)=[O:29])[CH:25]=[N:24][CH:23]=1.C1CN([P+](ON2N=NC3C=CC=CC2=3)(N2CCCC2)N2CCCC2)CC1.F[P-](F)(F)(F)(F)F.C(N(CC)CC)C.C(=O)(O)[O-].[Na+].